From a dataset of Oral bioavailability binary classification data from Ma et al.. Regression/Classification. Given a drug SMILES string, predict its absorption, distribution, metabolism, or excretion properties. Task type varies by dataset: regression for continuous measurements (e.g., permeability, clearance, half-life) or binary classification for categorical outcomes (e.g., BBB penetration, CYP inhibition). Dataset: bioavailability_ma. (1) The compound is C[C@H]1c2cccc(O)c2C(=O)C2=C(O)[C@]3(O)C(=O)C(C(N)=O)=C(O)[C@@H](N(C)C)[C@@H]3[C@@H](O)[C@@H]21. The result is 1 (high bioavailability). (2) The molecule is Nc1nc(F)nc2c1ncn2[C@@H]1O[C@H](CO)[C@@H](O)[C@@H]1O. The result is 1 (high bioavailability). (3) The drug is CC(=O)CCCCn1c(=O)c2c(ncn2C)n(C)c1=O. The result is 1 (high bioavailability). (4) The molecule is CSc1ccc(C(=O)c2[nH]c(=O)[nH]c2C)cc1. The result is 1 (high bioavailability). (5) The molecule is CC[C@H]1OC(=O)[C@H](C)[C@@H](O[C@H]2C[C@@](C)(OC)[C@@H](O)[C@H](C)O2)[C@H](C)[C@@H](O[C@@H]2O[C@H](C)C[C@H](N(C)C)[C@H]2O)[C@](C)(O)C[C@@H](C)C(=NOCOCCOC)[C@H](C)[C@@H](O)[C@]1(C)O. The result is 1 (high bioavailability). (6) The drug is CCOC(=O)C1=C(C)NC(C)=C(C(=O)OCC)C1c1ccccc1/C=C/C(=O)OC(C)(C)C. The result is 0 (low bioavailability). (7) The drug is C=C[C@H]1CN2CC[C@H]1C[C@@H]2[C@@H](O)c1ccnc2ccc(OC)cc12. The result is 1 (high bioavailability). (8) The molecule is CCC(=O)c1ccc2c(c1)N(CC(C)N(C)C)c1ccccc1S2. The result is 1 (high bioavailability). (9) The compound is C[C@H]1O[C@@H](O[C@H]2[C@@H](O)C[C@H](O[C@H]3[C@@H](O)C[C@H](O[C@H]4CC[C@]5(C)[C@H]6C[C@@H](O)[C@]7(C)[C@@H](C8=CC(=O)OC8)CC[C@]7(O)[C@@H]6CC[C@@H]5C4)O[C@@H]3C)O[C@@H]2C)C[C@H](O)[C@@H]1O. The result is 1 (high bioavailability). (10) The molecule is CN1C(=O)NC(=O)C(C)(C2=CCCCC2)C1=O. The result is 1 (high bioavailability).